From a dataset of Full USPTO retrosynthesis dataset with 1.9M reactions from patents (1976-2016). Predict the reactants needed to synthesize the given product. The reactants are: [Br:1][C:2]1[CH:9]=[C:8]([F:10])[CH:7]=[C:6]([N:11]2[CH2:22][CH2:21][N:20]3[C:13](=[CH:14][C:15]4[CH2:16][C:17]([CH3:24])([CH3:23])[CH2:18][C:19]=43)[C:12]2=[O:25])[C:3]=1[CH:4]=[O:5].C([OH:30])(C)(C)C.CC(=CC)C.[O-]Cl=O.[Na+]. Given the product [Br:1][C:2]1[CH:9]=[C:8]([F:10])[CH:7]=[C:6]([N:11]2[CH2:22][CH2:21][N:20]3[C:13](=[CH:14][C:15]4[CH2:16][C:17]([CH3:23])([CH3:24])[CH2:18][C:19]=43)[C:12]2=[O:25])[C:3]=1[C:4]([OH:30])=[O:5], predict the reactants needed to synthesize it.